Dataset: Reaction yield outcomes from USPTO patents with 853,638 reactions. Task: Predict the reaction yield, written as a fraction of the theoretical maximum amount of product (1.0 means a 100% yield; for example, 0.34 means a 34% yield). (1) The catalyst is ClCCl. The product is [F:29][C:30]([F:41])([F:40])[C:31]([NH:18][C:13]1[N:14]=[CH:15][C:16]2[C:11]([CH:12]=1)=[CH:10][CH:9]=[C:8]([C:6]1[CH:7]=[C:2]([F:1])[CH:3]=[CH:4][C:5]=1[CH3:19])[CH:17]=2)=[O:32]. The yield is 0.414. The reactants are [F:1][C:2]1[CH:3]=[CH:4][C:5]([CH3:19])=[C:6]([C:8]2[CH:17]=[C:16]3[C:11]([CH:12]=[C:13]([NH2:18])[N:14]=[CH:15]3)=[CH:10][CH:9]=2)[CH:7]=1.C(N(CC)C(C)C)(C)C.[F:29][C:30]([F:41])([F:40])[C:31](O[C:31](=[O:32])[C:30]([F:41])([F:40])[F:29])=[O:32].O. (2) The yield is 0.820. The product is [CH2:1]([O:3][C@@H:4]([CH2:9][C:10]1[CH:15]=[CH:14][C:13]([C:16]2[S:20][C:19]([N:21]([CH3:32])[C:22]([NH:24][CH2:25][CH2:26][CH2:27][CH2:28][CH2:29][CH2:30][CH3:31])=[O:23])=[N:18][CH:17]=2)=[CH:12][CH:11]=1)[C:5]([OH:7])=[O:6])[CH3:2]. The reactants are [CH2:1]([O:3][C@@H:4]([CH2:9][C:10]1[CH:15]=[CH:14][C:13]([C:16]2[S:20][C:19]([N:21]([CH3:32])[C:22]([NH:24][CH2:25][CH2:26][CH2:27][CH2:28][CH2:29][CH2:30][CH3:31])=[O:23])=[N:18][CH:17]=2)=[CH:12][CH:11]=1)[C:5]([O:7]C)=[O:6])[CH3:2].[OH-].[Li+]. The catalyst is O1CCCC1.O.